From a dataset of Full USPTO retrosynthesis dataset with 1.9M reactions from patents (1976-2016). Predict the reactants needed to synthesize the given product. Given the product [NH2:37][C:27]1[C:28]2[C:33](=[CH:32][CH:31]=[C:30]([NH:34][C:12]([C:10]3[N:11]=[C:7]([C:1]4[CH:2]=[CH:3][CH:4]=[CH:5][CH:6]=4)[O:8][C:9]=3[C:15]([F:18])([F:17])[F:16])=[O:14])[CH:29]=2)[N:25]([CH:19]2[CH2:24][CH2:23][CH2:22][CH2:21][CH2:20]2)[N:26]=1, predict the reactants needed to synthesize it. The reactants are: [C:1]1([C:7]2[O:8][C:9]([C:15]([F:18])([F:17])[F:16])=[C:10]([C:12]([OH:14])=O)[N:11]=2)[CH:6]=[CH:5][CH:4]=[CH:3][CH:2]=1.[CH:19]1([N:25]2[C:33]3[C:28](=[CH:29][C:30]([N+:34]([O-])=O)=[CH:31][CH:32]=3)[C:27]([NH2:37])=[N:26]2)[CH2:24][CH2:23][CH2:22][CH2:21][CH2:20]1.NC1C2C(=CC=C(NC(C3N=C(C4C=CC=CC=4)OC=3C(F)(F)F)=O)C=2)N(CCC)N=1.